Dataset: Full USPTO retrosynthesis dataset with 1.9M reactions from patents (1976-2016). Task: Predict the reactants needed to synthesize the given product. Given the product [C:26]1([C:25]2[C:19]3[C:20](=[CH:21][N:22]=[C:17]([C:9]4[CH:14]=[N:13][CH:12]=[CH:11][N:10]=4)[CH:18]=3)[NH:23][N:24]=2)[CH:27]=[CH:28][CH:29]=[CH:30][CH:31]=1, predict the reactants needed to synthesize it. The reactants are: CC1(C)C(C)(C)OB([C:9]2[CH:14]=[N:13][CH:12]=[CH:11][N:10]=2)O1.Br[C:17]1[CH:18]=[C:19]2[C:25]([C:26]3[CH:31]=[CH:30][CH:29]=[CH:28][CH:27]=3)=[N:24][N:23](C3CCCCO3)[C:20]2=[CH:21][N:22]=1.